Dataset: Forward reaction prediction with 1.9M reactions from USPTO patents (1976-2016). Task: Predict the product of the given reaction. (1) Given the reactants Cl[C:2]1[C:11]2=[N:12][N:13](CC3C=CC(OC)=CC=3)[CH:14]=[C:10]2[C:9]2[CH:8]=[CH:7][C:6]([O:24][CH3:25])=[CH:5][C:4]=2[N:3]=1.Cl.[CH3:27][OH:28], predict the reaction product. The product is: [O:28]1[C:7]2[CH:8]=[CH:9][C:4]([NH:3][C:2]3[C:11]4=[N:12][NH:13][CH:14]=[C:10]4[C:9]4[CH:8]=[CH:7][C:6]([O:24][CH3:25])=[CH:5][C:4]=4[N:3]=3)=[CH:5][C:6]=2[O:24][CH2:25][CH2:27]1. (2) Given the reactants [ClH:1].Cl.[F:3][C:4]1[CH:9]=[CH:8][C:7]([C:10]2[CH:15]=[CH:14][C:13](C(C3(O)CCCCC3)CN3CCN(C)CC3)=[CH:12][CH:11]=2)=[CH:6][CH:5]=1.Br[C:33]1[CH:38]=[CH:37][C:36]([CH:39](C2(O)CCCCC2)[CH2:40][N:41]2[CH2:46][CH2:45][N:44]([CH3:47])[CH2:43][CH2:42]2)=[CH:35][CH:34]=1.FC1C=CC(B(O)[OH:63])=CC=1.FC1C=CC(C2C=CC(C(C3(O)CCCCC3)CN3CCN(C)CC3)=CC=2)=CC=1.Cl, predict the reaction product. The product is: [ClH:1].[ClH:1].[F:3][C:4]1[CH:5]=[CH:6][C:7]([C:10]2[CH:11]=[CH:12][C:13]([C:37]3([OH:63])[CH2:38][CH2:33][CH2:34][CH2:35][CH:36]3[CH2:39][CH2:40][N:41]3[CH2:46][CH2:45][N:44]([CH3:47])[CH2:43][CH2:42]3)=[CH:14][CH:15]=2)=[CH:8][CH:9]=1. (3) Given the reactants [CH3:1][N:2]1[C:6]2[CH:7]=[CH:8][C:9]([N:11]3[CH:16]=[C:15]([C:17]([O:19][CH2:20][CH3:21])=[O:18])[C:14](=[O:22])[NH:13][C:12]3=[O:23])=[CH:10][C:5]=2[O:4][C:3]1=[O:24].[F:25][C:26]([F:39])([F:38])[C:27]1[CH:36]=[CH:35][CH:34]=[C:33]2[C:28]=1[CH2:29][CH2:30][CH2:31][CH:32]2O.C1(P(C2C=CC=CC=2)C2C=CC=CC=2)C=CC=CC=1.CC(OC(/N=N/C(OC(C)C)=O)=O)C.Cl, predict the reaction product. The product is: [CH3:1][N:2]1[C:6]2[CH:7]=[CH:8][C:9]([N:11]3[CH:16]=[C:15]([C:17]([O:19][CH2:20][CH3:21])=[O:18])[C:14](=[O:22])[N:13]([CH:32]4[C:33]5[C:28](=[C:27]([C:26]([F:25])([F:38])[F:39])[CH:36]=[CH:35][CH:34]=5)[CH2:29][CH2:30][CH2:31]4)[C:12]3=[O:23])=[CH:10][C:5]=2[O:4][C:3]1=[O:24].